Dataset: CYP1A2 inhibition data for predicting drug metabolism from PubChem BioAssay. Task: Regression/Classification. Given a drug SMILES string, predict its absorption, distribution, metabolism, or excretion properties. Task type varies by dataset: regression for continuous measurements (e.g., permeability, clearance, half-life) or binary classification for categorical outcomes (e.g., BBB penetration, CYP inhibition). Dataset: cyp1a2_veith. (1) The compound is O=C1C=C(c2cccs2)CC(c2cccs2)C1n1cnc([N+](=O)[O-])c1. The result is 1 (inhibitor). (2) The compound is O=C(c1ccncc1)N1CCC2(CC1)CN(Cc1cc(C(F)(F)F)cc(C(F)(F)F)c1)C2. The result is 0 (non-inhibitor). (3) The molecule is Brc1ccc(-c2nnc(-c3ccccc3)c(N3CCSCC3)n2)cc1. The result is 1 (inhibitor). (4) The compound is c1ncc(CC2CCNCC2)[nH]1. The result is 0 (non-inhibitor). (5) The compound is CC(/C=C/c1ccco1)=N/NC(=O)c1ccccc1Cl. The result is 1 (inhibitor). (6) The compound is Nc1nc(N)c2nc(-c3ccccc3)c(N)nc2n1. The result is 1 (inhibitor). (7) The drug is CCOC(=O)CC(=O)CSc1nnc2c(n1)[nH]c1ccccc12. The result is 1 (inhibitor). (8) The result is 1 (inhibitor). The molecule is Cn1c(=S)c2[nH]c(SCc3cccnc3)nc2n(C)c1=O. (9) The molecule is O=C(NCc1cccnc1)/C(=C/c1ccc(-c2cccc(Cl)c2)o1)S(=O)(=O)c1ccccc1. The result is 1 (inhibitor). (10) The drug is COCCNc1ccnc(-c2c(C)noc2C)n1. The result is 1 (inhibitor).